Dataset: Catalyst prediction with 721,799 reactions and 888 catalyst types from USPTO. Task: Predict which catalyst facilitates the given reaction. (1) Reactant: C[O:2][C:3](=[O:22])[C:4]1[CH:9]=[CH:8][C:7]([Br:10])=[C:6]([O:11][CH2:12][CH2:13][C:14]2[CH:19]=[CH:18][C:17]([Cl:20])=[CH:16][C:15]=2[Cl:21])[CH:5]=1.O.O.[OH-].[Li+].Cl. Product: [Br:10][C:7]1[CH:8]=[CH:9][C:4]([C:3]([OH:22])=[O:2])=[CH:5][C:6]=1[O:11][CH2:12][CH2:13][C:14]1[CH:19]=[CH:18][C:17]([Cl:20])=[CH:16][C:15]=1[Cl:21]. The catalyst class is: 5. (2) Reactant: [NH2:1][C:2]1[C:3]2[N:11]=[C:10](C3C=C(C=C(F)C=3)C(NCC3CCN(C)CC3)=O)[CH:9]=[CH:8][C:4]=2[N:5]=[CH:6][N:7]=1.Cl.[NH:31]1[CH:35]=[CH:34][N:33]=[C:32]1[CH:36]1[CH2:41][CH2:40][CH2:39][NH:38][CH2:37]1.C(N(CC)CC)C.CC(N(C)C)=O. Product: [NH:31]1[CH:35]=[CH:34][N:33]=[C:32]1[CH:36]1[CH2:41][CH2:40][CH2:39][N:38]([C:10]2[CH:9]=[CH:8][C:4]3[N:5]=[CH:6][N:7]=[C:2]([NH2:1])[C:3]=3[N:11]=2)[CH2:37]1. The catalyst class is: 4. (3) Product: [CH3:21][P:19]([C:16]1[CH:17]=[CH:18][C:13]([NH:12][C:4]2[N:3]=[C:2]([NH:30][N:31]3[CH2:36][CH2:35][N:34]([CH3:37])[CH2:33][CH2:32]3)[C:7]([C:8]([F:11])([F:10])[F:9])=[CH:6][N:5]=2)=[CH:14][CH:15]=1)([CH3:22])=[O:20]. The catalyst class is: 8. Reactant: Cl[C:2]1[C:7]([C:8]([F:11])([F:10])[F:9])=[CH:6][N:5]=[C:4]([NH:12][C:13]2[CH:18]=[CH:17][C:16]([P:19]([CH3:22])([CH3:21])=[O:20])=[CH:15][CH:14]=2)[N:3]=1.C(N(CC)CC)C.[NH2:30][N:31]1[CH2:36][CH2:35][N:34]([CH3:37])[CH2:33][CH2:32]1. (4) Reactant: [CH3:1][O:2][C:3](=[O:16])[C@@H:4]([NH2:15])[C@H:5]([NH:7][C:8]([O:10][C:11]([CH3:14])([CH3:13])[CH3:12])=[O:9])[CH3:6].[ClH:17].CCCCCC. Product: [ClH:17].[CH3:1][O:2][C:3](=[O:16])[C@@H:4]([NH2:15])[C@H:5]([NH:7][C:8]([O:10][C:11]([CH3:13])([CH3:12])[CH3:14])=[O:9])[CH3:6]. The catalyst class is: 28. (5) Reactant: [Cl:1][C:2]1[CH:7]=[C:6]2[NH:8][C:9](=[O:28])[C:10]3([CH:15]([C:16]4[CH:21]=[CH:20][CH:19]=[C:18]([Cl:22])[CH:17]=4)[CH2:14][C:13](=[O:23])[NH:12][CH:11]3[C:24](=[CH2:27])[CH2:25]C)[C:5]2=[CH:4][CH:3]=1.[C:29]([O:33][C:34](O[C:34]([O:33][C:29]([CH3:32])([CH3:31])[CH3:30])=[O:35])=[O:35])([CH3:32])([CH3:31])[CH3:30]. Product: [C:29]([O:33][C:34]([N:8]1[C:6]2[C:5](=[CH:4][CH:3]=[C:2]([Cl:1])[CH:7]=2)[C:10]2([CH:15]([C:16]3[CH:21]=[CH:20][CH:19]=[C:18]([Cl:22])[CH:17]=3)[CH2:14][C:13](=[O:23])[NH:12][CH:11]2[C:24]([CH3:25])=[CH2:27])[C:9]1=[O:28])=[O:35])([CH3:32])([CH3:31])[CH3:30]. The catalyst class is: 112. (6) The catalyst class is: 1. Reactant: I[C:2]1[CH:9]=[CH:8][C:5]([C:6]#[N:7])=[CH:4][CH:3]=1.[O:10]=[C:11]1[CH2:17][CH2:16][CH2:15][N:14]([C:18]([O:20][C:21]([CH3:24])([CH3:23])[CH3:22])=[O:19])[CH2:13][CH2:12]1.C(OCC)(=O)C. Product: [C:6]([C:5]1[CH:8]=[CH:9][C:2]([C:11]2([OH:10])[CH2:17][CH2:16][CH2:15][N:14]([C:18]([O:20][C:21]([CH3:23])([CH3:22])[CH3:24])=[O:19])[CH2:13][CH2:12]2)=[CH:3][CH:4]=1)#[N:7]. (7) Reactant: [Br:1][C:2]1[S:3][CH:4]=[C:5]([C:7]([OH:9])=O)[N:6]=1.CN(C(ON1N=NC2C=CC=NC1=2)=[N+](C)C)C.F[P-](F)(F)(F)(F)F.[NH2:34][C:35]1[CH:43]=[CH:42][CH:41]=[CH:40][C:36]=1[C:37]([NH2:39])=[O:38].C(N(CC)C(C)C)(C)C. Product: [NH2:39][C:37]([C:36]1[CH:40]=[CH:41][CH:42]=[CH:43][C:35]=1[NH:34][C:7]([C:5]1[N:6]=[C:2]([Br:1])[S:3][CH:4]=1)=[O:9])=[O:38]. The catalyst class is: 9.